From a dataset of Catalyst prediction with 721,799 reactions and 888 catalyst types from USPTO. Predict which catalyst facilitates the given reaction. (1) Reactant: [Br:1][C:2]1[CH:8]=[CH:7][C:5]([NH2:6])=[CH:4][C:3]=1[F:9].C(=O)(O)[O-].[Na+].Cl[C:16]([O:18][CH2:19][C:20]1[CH:25]=[CH:24][CH:23]=[CH:22][CH:21]=1)=[O:17]. Product: [CH2:19]([O:18][C:16](=[O:17])[NH:6][C:5]1[CH:7]=[CH:8][C:2]([Br:1])=[C:3]([F:9])[CH:4]=1)[C:20]1[CH:25]=[CH:24][CH:23]=[CH:22][CH:21]=1. The catalyst class is: 21. (2) Reactant: I.[NH2:2][N:3]=[C:4]([NH:7][CH3:8])[NH:5][CH3:6].Cl.[N:10]1[CH:15]=[C:14]([C:16](Cl)=O)[CH:13]=[N:12][CH:11]=1.CCO. Product: [CH3:8][NH:7][C:4]1[N:5]([CH3:6])[C:16]([C:14]2[CH:15]=[N:10][CH:11]=[N:12][CH:13]=2)=[N:2][N:3]=1. The catalyst class is: 17. (3) Reactant: O1CCCC1.[Cl:6][C:7]1[CH:8]=[C:9]([N+:18]([O-])=O)[C:10]2[O:15][CH2:14][C:13](=[O:16])[NH:12][C:11]=2[CH:17]=1.S(S([O-])=O)([O-])=O.[Na+].[Na+].C(=O)([O-])O.[Na+]. Product: [NH2:18][C:9]1[C:10]2[O:15][CH2:14][C:13](=[O:16])[NH:12][C:11]=2[CH:17]=[C:7]([Cl:6])[CH:8]=1. The catalyst class is: 97.